This data is from Full USPTO retrosynthesis dataset with 1.9M reactions from patents (1976-2016). The task is: Predict the reactants needed to synthesize the given product. Given the product [C:35]([O:39][C:40]([NH:42][C:43](=[CH:19][CH2:18][O:17][C@@H:8]([C@@H:7]([CH2:6][C:5]1[CH:33]=[CH:34][C:2]([F:1])=[CH:3][CH:4]=1)[C@@H:21]([O:23][CH2:24][C:25]1[CH:30]=[CH:29][C:28]([O:31][CH3:32])=[CH:27][CH:26]=1)[CH3:22])[CH2:9][CH2:10][C:11]1[CH:12]=[CH:13][CH:14]=[CH:15][CH:16]=1)[C:44]([O:46][CH3:47])=[O:45])=[O:41])([CH3:38])([CH3:37])[CH3:36], predict the reactants needed to synthesize it. The reactants are: [F:1][C:2]1[CH:34]=[CH:33][C:5]([CH2:6][C@@H:7]([C@@H:21]([O:23][CH2:24][C:25]2[CH:30]=[CH:29][C:28]([O:31][CH3:32])=[CH:27][CH:26]=2)[CH3:22])[C@H:8]([O:17][CH2:18][CH:19]=O)[CH2:9][CH2:10][C:11]2[CH:16]=[CH:15][CH:14]=[CH:13][CH:12]=2)=[CH:4][CH:3]=1.[C:35]([O:39][C:40]([NH:42][CH:43](P(OC)(OC)=O)[C:44]([O:46][CH3:47])=[O:45])=[O:41])([CH3:38])([CH3:37])[CH3:36].C1CCN2C(=NCCC2)CC1.